This data is from Catalyst prediction with 721,799 reactions and 888 catalyst types from USPTO. The task is: Predict which catalyst facilitates the given reaction. (1) Reactant: [C:1]([O:5][C:6]([N:8]1[CH2:13][CH2:12][C:11]([CH3:17])([C:14]([OH:16])=O)[CH2:10][CH2:9]1)=[O:7])([CH3:4])([CH3:3])[CH3:2].[F:18][C:19]1[CH:32]=[CH:31][C:22]([O:23][C:24]2[CH:25]=[C:26]([CH:28]=[CH:29][CH:30]=2)[NH2:27])=[CH:21][CH:20]=1.C1CCC(N=C=NC2CCCCC2)CC1.C1C=NC2N(O)N=NC=2C=1. Product: [F:18][C:19]1[CH:32]=[CH:31][C:22]([O:23][C:24]2[CH:25]=[C:26]([NH:27][C:14]([C:11]3([CH3:17])[CH2:10][CH2:9][N:8]([C:6]([O:5][C:1]([CH3:2])([CH3:3])[CH3:4])=[O:7])[CH2:13][CH2:12]3)=[O:16])[CH:28]=[CH:29][CH:30]=2)=[CH:21][CH:20]=1. The catalyst class is: 329. (2) Reactant: [CH:1]1([NH:4][C:5](=[O:22])[C:6]2[CH:11]=[CH:10][C:9]([O:12][C:13]3[CH:18]=[CH:17][C:16]([CH:19]=O)=[C:15]([CH3:21])[N:14]=3)=[CH:8][CH:7]=2)[CH2:3][CH2:2]1.[C:23]1([N:29]=[C:30]2[N:34]([CH:35]3[CH2:40][CH2:39][NH:38][CH2:37][CH2:36]3)[C@H:33]([C:41]3[CH:46]=[CH:45][CH:44]=[CH:43][CH:42]=3)[CH2:32][O:31]2)[CH:28]=[CH:27][CH:26]=[CH:25][CH:24]=1.[BH-](OC(C)=O)(OC(C)=O)OC(C)=O.[Na+]. Product: [CH:1]1([NH:4][C:5](=[O:22])[C:6]2[CH:11]=[CH:10][C:9]([O:12][C:13]3[CH:18]=[CH:17][C:16]([CH2:19][N:38]4[CH2:37][CH2:36][CH:35]([N:34]5[C@H:33]([C:41]6[CH:46]=[CH:45][CH:44]=[CH:43][CH:42]=6)[CH2:32][O:31][C:30]5=[N:29][C:23]5[CH:28]=[CH:27][CH:26]=[CH:25][CH:24]=5)[CH2:40][CH2:39]4)=[C:15]([CH3:21])[N:14]=3)=[CH:8][CH:7]=2)[CH2:3][CH2:2]1. The catalyst class is: 4.